The task is: Regression. Given two drug SMILES strings and cell line genomic features, predict the synergy score measuring deviation from expected non-interaction effect.. This data is from NCI-60 drug combinations with 297,098 pairs across 59 cell lines. (1) Drug 1: COC1=CC(=CC(=C1O)OC)C2C3C(COC3=O)C(C4=CC5=C(C=C24)OCO5)OC6C(C(C7C(O6)COC(O7)C8=CC=CS8)O)O. Drug 2: CCN(CC)CCCC(C)NC1=C2C=C(C=CC2=NC3=C1C=CC(=C3)Cl)OC. Cell line: IGROV1. Synergy scores: CSS=36.0, Synergy_ZIP=-0.476, Synergy_Bliss=6.79, Synergy_Loewe=-15.8, Synergy_HSA=5.89. (2) Drug 1: CC(C1=C(C=CC(=C1Cl)F)Cl)OC2=C(N=CC(=C2)C3=CN(N=C3)C4CCNCC4)N. Drug 2: CCN(CC)CCCC(C)NC1=C2C=C(C=CC2=NC3=C1C=CC(=C3)Cl)OC. Cell line: K-562. Synergy scores: CSS=66.7, Synergy_ZIP=5.51, Synergy_Bliss=7.67, Synergy_Loewe=-4.74, Synergy_HSA=8.59. (3) Drug 1: C1CCN(CC1)CCOC2=CC=C(C=C2)C(=O)C3=C(SC4=C3C=CC(=C4)O)C5=CC=C(C=C5)O. Drug 2: CC1CCC2CC(C(=CC=CC=CC(CC(C(=O)C(C(C(=CC(C(=O)CC(OC(=O)C3CCCCN3C(=O)C(=O)C1(O2)O)C(C)CC4CCC(C(C4)OC)OCCO)C)C)O)OC)C)C)C)OC. Cell line: NCIH23. Synergy scores: CSS=18.6, Synergy_ZIP=7.13, Synergy_Bliss=7.39, Synergy_Loewe=-8.46, Synergy_HSA=3.01. (4) Drug 1: CCC(=C(C1=CC=CC=C1)C2=CC=C(C=C2)OCCN(C)C)C3=CC=CC=C3.C(C(=O)O)C(CC(=O)O)(C(=O)O)O. Drug 2: C1CCC(C(C1)N)N.C(=O)(C(=O)[O-])[O-].[Pt+4]. Cell line: UO-31. Synergy scores: CSS=19.4, Synergy_ZIP=-2.19, Synergy_Bliss=1.60, Synergy_Loewe=-5.58, Synergy_HSA=0.401. (5) Drug 1: CS(=O)(=O)C1=CC(=C(C=C1)C(=O)NC2=CC(=C(C=C2)Cl)C3=CC=CC=N3)Cl. Drug 2: CC1CCCC2(C(O2)CC(NC(=O)CC(C(C(=O)C(C1O)C)(C)C)O)C(=CC3=CSC(=N3)C)C)C. Cell line: HL-60(TB). Synergy scores: CSS=3.17, Synergy_ZIP=1.35, Synergy_Bliss=-2.60, Synergy_Loewe=-11.1, Synergy_HSA=-9.16. (6) Drug 1: CS(=O)(=O)C1=CC(=C(C=C1)C(=O)NC2=CC(=C(C=C2)Cl)C3=CC=CC=N3)Cl. Drug 2: C(CCl)NC(=O)N(CCCl)N=O. Cell line: NCI-H522. Synergy scores: CSS=-1.53, Synergy_ZIP=-1.97, Synergy_Bliss=-5.09, Synergy_Loewe=-6.60, Synergy_HSA=-6.55. (7) Drug 1: CC1=C(C=C(C=C1)NC(=O)C2=CC=C(C=C2)CN3CCN(CC3)C)NC4=NC=CC(=N4)C5=CN=CC=C5. Drug 2: N.N.Cl[Pt+2]Cl. Cell line: NCI-H322M. Synergy scores: CSS=3.43, Synergy_ZIP=-2.53, Synergy_Bliss=-3.33, Synergy_Loewe=-5.75, Synergy_HSA=-4.15.